This data is from Forward reaction prediction with 1.9M reactions from USPTO patents (1976-2016). The task is: Predict the product of the given reaction. (1) Given the reactants [Br:1][C:2]1[CH:3]=[C:4]([CH2:11][C:12]([O:14][CH3:15])=[O:13])[CH:5]=[C:6]([CH:9]=[O:10])[C:7]=1[OH:8].C(N(CC)C(C)C)(C)C.[CH3:25][O:26][CH2:27][CH2:28][O:29][CH2:30]Cl, predict the reaction product. The product is: [CH3:15][O:14][C:12](=[O:13])[CH2:11][C:4]1[CH:5]=[C:6]([CH:9]=[O:10])[C:7]([O:8][CH2:25][O:26][CH2:27][CH2:28][O:29][CH3:30])=[C:2]([Br:1])[CH:3]=1. (2) Given the reactants [Br:1][C:2]1[CH:7]=[C:6]([C:8]#[CH:9])[CH:5]=[CH:4][N:3]=1.[N:10]([CH2:13][C:14]1[CH:19]=[CH:18][C:17]([O:20][CH3:21])=[CH:16][CH:15]=1)=[N+:11]=[N-:12].O=C1O[C@H]([C@H](CO)O)C([O-])=C1O.[Na+].C(=O)(O)[O-].[Na+], predict the reaction product. The product is: [Br:1][C:2]1[CH:7]=[C:6]([C:8]2[N:12]=[N:11][N:10]([CH2:13][C:14]3[CH:19]=[CH:18][C:17]([O:20][CH3:21])=[CH:16][CH:15]=3)[CH:9]=2)[CH:5]=[CH:4][N:3]=1. (3) The product is: [NH2:8][C:9]1[C:10]2[N:11]([C:19]([CH2:26][C:27]([CH3:28])([OH:29])[CH3:30])=[C:20]([CH2:22][CH:23]([CH3:25])[CH3:24])[N:21]=2)[C:12]2[C:17]([N:18]=1)=[CH:16][CH:15]=[CH:14][CH:13]=2. Given the reactants COC1C=CC(C[N:8](CC2C=CC(OC)=CC=2)[C:9]2[C:10]3[N:11]([C:19]([CH2:26][C:27]([CH3:30])([OH:29])[CH3:28])=[C:20]([CH2:22][CH:23]([CH3:25])[CH3:24])[N:21]=3)[C:12]3[C:17]([N:18]=2)=[CH:16][CH:15]=[CH:14][CH:13]=3)=CC=1, predict the reaction product. (4) Given the reactants [NH:1]1[CH2:6][CH2:5][S:4][CH:3]([C:7]([NH:9][C:10]2[CH:11]=[C:12]3[C:16](=[CH:17][CH:18]=2)[NH:15][N:14]=[C:13]3[C:19]([O:21][CH3:22])=[O:20])=[O:8])[CH2:2]1.[F:23][C:24]1[CH:31]=[CH:30][CH:29]=[CH:28][C:25]=1[CH:26]=O.C(O[BH-](OC(=O)C)OC(=O)C)(=O)C.[Na+].[Na], predict the reaction product. The product is: [F:23][C:24]1[CH:31]=[CH:30][CH:29]=[CH:28][C:25]=1[CH2:26][N:1]1[CH2:6][CH2:5][S:4][CH:3]([C:7]([NH:9][C:10]2[CH:11]=[C:12]3[C:16](=[CH:17][CH:18]=2)[NH:15][N:14]=[C:13]3[C:19]([O:21][CH3:22])=[O:20])=[O:8])[CH2:2]1. (5) Given the reactants [CH2:1]([CH:9]([CH2:49][CH2:50][CH2:51][CH2:52][CH2:53][CH2:54][CH2:55][CH2:56][CH2:57][CH3:58])[CH2:10][O:11][C:12]1[C:13]2[C:21]([CH:22]=[C:23]3[CH:27]=[CH:26][S:25][C:24]=13)=[C:20]([O:28][CH2:29][CH:30]([CH2:41][CH2:42][CH2:43][CH2:44][CH2:45][CH2:46][CH2:47][CH3:48])[CH2:31][CH2:32][CH2:33][CH2:34][CH2:35][CH2:36][CH2:37][CH2:38][CH2:39][CH3:40])[C:16]1[S:17][CH:18]=[CH:19][C:15]=1[CH:14]=2)[CH2:2][CH2:3][CH2:4][CH2:5][CH2:6][CH2:7][CH3:8].C([Li])CCC.[CH3:64][Sn:65](Cl)([CH3:67])[CH3:66].O, predict the reaction product. The product is: [CH3:64][Sn:65]([CH3:67])([CH3:66])[C:26]1[S:25][C:24]2[C:12]([O:11][CH2:10][CH:9]([CH2:1][CH2:2][CH2:3][CH2:4][CH2:5][CH2:6][CH2:7][CH3:8])[CH2:49][CH2:50][CH2:51][CH2:52][CH2:53][CH2:54][CH2:55][CH2:56][CH2:57][CH3:58])=[C:13]3[C:21](=[CH:22][C:23]=2[CH:27]=1)[C:20]([O:28][CH2:29][CH:30]([CH2:41][CH2:42][CH2:43][CH2:44][CH2:45][CH2:46][CH2:47][CH3:48])[CH2:31][CH2:32][CH2:33][CH2:34][CH2:35][CH2:36][CH2:37][CH2:38][CH2:39][CH3:40])=[C:16]1[S:17][C:18]([Sn:65]([CH3:67])([CH3:66])[CH3:64])=[CH:19][C:15]1=[CH:14]3. (6) The product is: [CH3:1][C:2]1[C:3]([C@H:8]2[CH2:13][CH2:12][CH2:11][C@@H:10]([C:14]3[C:19]([CH3:20])=[CH:18][CH:17]=[CH:16][N:15]=3)[N:9]2[CH2:23][C:24]2[CH:29]=[CH:28][CH:27]=[CH:26][N:25]=2)=[N:4][CH:5]=[CH:6][CH:7]=1. Given the reactants [CH3:1][C:2]1[C:3]([C@H:8]2[CH2:13][CH2:12][CH2:11][C@@H:10]([C:14]3[C:19]([CH3:20])=[CH:18][CH:17]=[CH:16][N:15]=3)[NH:9]2)=[N:4][CH:5]=[CH:6][CH:7]=1.Br.Br[CH2:23][C:24]1[CH:29]=[CH:28][CH:27]=[CH:26][N:25]=1.CCN(C(C)C)C(C)C, predict the reaction product. (7) Given the reactants C(OC([N:8]1[CH2:13][CH2:12][N:11]([CH2:14][C:15]2[CH:20]=[CH:19][C:18]([F:21])=[CH:17][CH:16]=2)[C:10](=[O:22])[CH2:9]1)=O)(C)(C)C.[C:23]([OH:29])([C:25]([F:28])([F:27])[F:26])=[O:24], predict the reaction product. The product is: [F:26][C:25]([F:28])([F:27])[C:23]([O-:29])=[O:24].[F:21][C:18]1[CH:19]=[CH:20][C:15]([CH2:14][N:11]2[CH2:12][CH2:13][NH2+:8][CH2:9][C:10]2=[O:22])=[CH:16][CH:17]=1.